Dataset: Full USPTO retrosynthesis dataset with 1.9M reactions from patents (1976-2016). Task: Predict the reactants needed to synthesize the given product. (1) Given the product [Br:1][C:2]1[CH:10]=[C:9]2[C:5]([C:6]([C:24](=[O:25])[C:23]3[CH:27]=[CH:28][CH:29]=[C:30]([N+:31]([O-:33])=[O:32])[C:22]=3[CH3:21])=[C:7]([C:11]([O:13][CH2:14][CH3:15])=[O:12])[NH:8]2)=[CH:4][CH:3]=1, predict the reactants needed to synthesize it. The reactants are: [Br:1][C:2]1[CH:10]=[C:9]2[C:5]([CH:6]=[C:7]([C:11]([O:13][CH2:14][CH3:15])=[O:12])[NH:8]2)=[CH:4][CH:3]=1.[Sn](Cl)(Cl)(Cl)Cl.[CH3:21][C:22]1[C:30]([N+:31]([O-:33])=[O:32])=[CH:29][CH:28]=[CH:27][C:23]=1[C:24](Cl)=[O:25]. (2) Given the product [CH3:1][N:2]1[CH2:7][CH2:6][N:5]([CH2:15][C:16]2[CH:26]=[CH:25][C:19]([C:20]([O:22][CH2:23][CH3:24])=[O:21])=[CH:18][C:17]=2[C:27]([F:28])([F:30])[F:29])[CH2:4][CH2:3]1, predict the reactants needed to synthesize it. The reactants are: [CH3:1][N:2]1[CH2:7][CH2:6][NH:5][CH2:4][CH2:3]1.C(=O)([O-])[O-].[K+].[K+].Br[CH2:15][C:16]1[CH:26]=[CH:25][C:19]([C:20]([O:22][CH2:23][CH3:24])=[O:21])=[CH:18][C:17]=1[C:27]([F:30])([F:29])[F:28]. (3) The reactants are: [CH3:1][C:2]([C:5]1[CH:10]=[CH:9][C:8]([C:11]2[C:19]3[C:14](=[CH:15][CH:16]=[CH:17][CH:18]=3)[N:13]([CH2:20][C:21]3[CH:26]=[C:25]([O:27][CH2:28][C:29]4[CH:34]=[CH:33][CH:32]=[CH:31][CH:30]=4)[CH:24]=[C:23]([O:35][CH2:36][CH2:37][O:38][CH3:39])[CH:22]=3)[C:12]=2[C:40]([O:42]CC)=[O:41])=[CH:7][CH:6]=1)([CH3:4])[CH3:3].O.[OH-].[Na+].CCOC(C)=O. Given the product [CH3:4][C:2]([C:5]1[CH:6]=[CH:7][C:8]([C:11]2[C:19]3[C:14](=[CH:15][CH:16]=[CH:17][CH:18]=3)[N:13]([CH2:20][C:21]3[CH:26]=[C:25]([O:27][CH2:28][C:29]4[CH:34]=[CH:33][CH:32]=[CH:31][CH:30]=4)[CH:24]=[C:23]([O:35][CH2:36][CH2:37][O:38][CH3:39])[CH:22]=3)[C:12]=2[C:40]([OH:42])=[O:41])=[CH:9][CH:10]=1)([CH3:1])[CH3:3], predict the reactants needed to synthesize it. (4) Given the product [Br:1][C:2]1[CH:7]=[C:6]([O:8][CH3:9])[CH:5]=[C:4]([N+:10]([O-:12])=[O:11])[C:3]=1[O:13][CH3:14], predict the reactants needed to synthesize it. The reactants are: [Br:1][C:2]1[CH:7]=[C:6]([O:8][CH3:9])[CH:5]=[C:4]([N+:10]([O-:12])=[O:11])[C:3]=1[OH:13].[C:14]([O-])([O-])=O.[Cs+].[Cs+].COS(OC)(=O)=O. (5) Given the product [Cl:28][C:21]1[CH:22]=[C:23]([C:24]#[N:25])[CH:26]=[CH:27][C:20]=1[CH2:19][NH:18][C:12](=[O:14])[CH:11]([C:3]1[C:4]([F:10])=[CH:5][C:6]([O:8][CH3:9])=[CH:7][C:2]=1[F:1])[O:15][CH2:16][CH3:17], predict the reactants needed to synthesize it. The reactants are: [F:1][C:2]1[CH:7]=[C:6]([O:8][CH3:9])[CH:5]=[C:4]([F:10])[C:3]=1[CH:11]([O:15][CH2:16][CH3:17])[C:12]([OH:14])=O.[NH2:18][CH2:19][C:20]1[CH:27]=[CH:26][C:23]([C:24]#[N:25])=[CH:22][C:21]=1[Cl:28].